This data is from Forward reaction prediction with 1.9M reactions from USPTO patents (1976-2016). The task is: Predict the product of the given reaction. (1) The product is: [CH2:1]([O:8][C:9]1[CH:14]=[CH:13][C:12]([C@@H:15]([OH:38])[CH2:16][NH:17][C@@H:18]([CH2:21][C:22]2[CH:27]=[CH:26][C:25]([O:28][C:29]3[N:34]4[CH:35]=[CH:36][N:37]=[C:33]4[CH:32]=[CH:31][CH:30]=3)=[CH:24][CH:23]=2)[CH2:19][OH:20])=[CH:11][C:10]=1[NH:46][S:47]([CH3:50])(=[O:48])=[O:49])[C:2]1[CH:7]=[CH:6][CH:5]=[CH:4][CH:3]=1. Given the reactants [CH2:1]([O:8][C:9]1[CH:14]=[CH:13][C:12]([C@@H:15]([O:38][Si](CC)(CC)CC)[CH2:16][NH:17][C@@H:18]([CH2:21][C:22]2[CH:27]=[CH:26][C:25]([O:28][C:29]3[N:34]4[CH:35]=[CH:36][N:37]=[C:33]4[CH:32]=[CH:31][CH:30]=3)=[CH:24][CH:23]=2)[CH2:19][OH:20])=[CH:11][C:10]=1[NH:46][S:47]([CH3:50])(=[O:49])=[O:48])[C:2]1[CH:7]=[CH:6][CH:5]=[CH:4][CH:3]=1.[F-].C([N+](CCCC)(CCCC)CCCC)CCC, predict the reaction product. (2) Given the reactants C([N:8]1[CH:13]=[C:12]([O:14][CH3:15])[C:11](=[O:16])[C:10]([C:17]2[N:21]([C:22]3[CH:27]=[CH:26][CH:25]=[CH:24][CH:23]=3)[N:20]=[CH:19][CH:18]=2)=[N:9]1)C1C=CC=CC=1, predict the reaction product. The product is: [CH3:15][O:14][C:12]1[C:11]([OH:16])=[C:10]([C:17]2[N:21]([C:22]3[CH:27]=[CH:26][CH:25]=[CH:24][CH:23]=3)[N:20]=[CH:19][CH:18]=2)[N:9]=[N:8][CH:13]=1. (3) The product is: [F:24][C:25]1[CH:26]=[C:27]([C:9]2[CH2:10][CH2:11][C@:7]([C:1]3[CH:2]=[CH:3][CH:4]=[CH:5][CH:6]=3)([C:20]([O:22][CH3:23])=[O:21])[CH:8]=2)[CH:28]=[N:29][CH:30]=1. Given the reactants [C:1]1([C@:7]2([C:20]([O:22][CH3:23])=[O:21])[CH2:11][CH2:10][C:9](OS(C(F)(F)F)(=O)=O)=[CH:8]2)[CH:6]=[CH:5][CH:4]=[CH:3][CH:2]=1.[F:24][C:25]1[CH:26]=[C:27](B(O)O)[CH:28]=[N:29][CH:30]=1, predict the reaction product.